Dataset: Forward reaction prediction with 1.9M reactions from USPTO patents (1976-2016). Task: Predict the product of the given reaction. (1) Given the reactants Br[C:2]1[CH:3]=[C:4]([NH:10][C:11]2[CH:16]=[CH:15][N:14]=[CH:13][N:12]=2)[C:5](=[O:9])[N:6]([CH3:8])[CH:7]=1.[CH3:17][C:18]1([CH3:34])[C:22]([CH3:24])([CH3:23])[O:21][B:20]([B:20]2[O:21][C:22]([CH3:24])([CH3:23])[C:18]([CH3:34])([CH3:17])[O:19]2)[O:19]1.C([O-])(=O)C.[K+].O1CCOCC1, predict the reaction product. The product is: [CH3:8][N:6]1[CH:7]=[C:2]([B:20]2[O:21][C:22]([CH3:24])([CH3:23])[C:18]([CH3:34])([CH3:17])[O:19]2)[CH:3]=[C:4]([NH:10][C:11]2[CH:16]=[CH:15][N:14]=[CH:13][N:12]=2)[C:5]1=[O:9]. (2) Given the reactants [CH:1]1([N:7]2[CH:11]=[C:10]([C:12]([O:14][CH2:15][CH3:16])=[O:13])[C:9]([OH:17])=[N:8]2)[CH2:6][CH2:5][CH2:4][CH2:3][CH2:2]1.[CH2:18](Br)[C:19]1[CH:24]=[CH:23][CH:22]=[CH:21][CH:20]=1.C(=O)([O-])[O-].[K+].[K+].[Cl-].[NH4+], predict the reaction product. The product is: [CH2:18]([O:17][C:9]1[C:10]([C:12]([O:14][CH2:15][CH3:16])=[O:13])=[CH:11][N:7]([CH:1]2[CH2:2][CH2:3][CH2:4][CH2:5][CH2:6]2)[N:8]=1)[C:19]1[CH:24]=[CH:23][CH:22]=[CH:21][CH:20]=1. (3) Given the reactants P(Br)(Br)Br.[NH2:5][C:6]1[C:14]2[C:13]([C:15]3[CH:20]=[CH:19][CH:18]=[C:17]([O:21]C)[CH:16]=3)=[N:12][C:11]([NH:23][CH:24]3[CH2:26][CH2:25]3)=[N:10][C:9]=2[S:8][C:7]=1[C:27]([NH2:29])=[O:28], predict the reaction product. The product is: [NH2:5][C:6]1[C:14]2[C:13]([C:15]3[CH:20]=[CH:19][CH:18]=[C:17]([OH:21])[CH:16]=3)=[N:12][C:11]([NH:23][CH:24]3[CH2:25][CH2:26]3)=[N:10][C:9]=2[S:8][C:7]=1[C:27]([NH2:29])=[O:28].